From a dataset of Catalyst prediction with 721,799 reactions and 888 catalyst types from USPTO. Predict which catalyst facilitates the given reaction. (1) Product: [ClH:28].[NH2:4][CH2:3][C:2]([NH:12][S:13]([C:16]1[CH:21]=[CH:20][C:19]([O:22][CH2:23][CH2:24][CH2:25][CH2:26][CH3:27])=[CH:18][CH:17]=1)(=[O:15])=[O:14])=[O:1]. The catalyst class is: 5. Reactant: [O:1]=[C:2]([NH:12][S:13]([C:16]1[CH:21]=[CH:20][C:19]([O:22][CH2:23][CH2:24][CH2:25][CH2:26][CH3:27])=[CH:18][CH:17]=1)(=[O:15])=[O:14])[CH2:3][NH:4]C(=O)OC(C)(C)C.[ClH:28]. (2) Reactant: [C:1]([C:5]1[CH:6]=[C:7]([NH:17][C:18]([NH:20][C:21]2[C:30]3[C:25](=[CH:26][CH:27]=[CH:28][CH:29]=3)[C:24]([O:31][CH2:32][C:33]3[CH:38]=[CH:37][N:36]=[CH:35][CH:34]=3)=[CH:23][CH:22]=2)=[O:19])[N:8]([C:10]2[CH:15]=[CH:14][C:13](C)=[CH:12][CH:11]=2)[N:9]=1)([CH3:4])([CH3:3])[CH3:2].[CH3:39]C1C=CC=CC=1NN. Product: [C:1]([C:5]1[CH:6]=[C:7]([NH:17][C:18]([NH:20][C:21]2[C:30]3[C:25](=[CH:26][CH:27]=[CH:28][CH:29]=3)[C:24]([O:31][CH2:32][C:33]3[CH:38]=[CH:37][N:36]=[CH:35][CH:34]=3)=[CH:23][CH:22]=2)=[O:19])[N:8]([C:10]2[CH:15]=[CH:14][CH:13]=[CH:12][C:11]=2[CH3:39])[N:9]=1)([CH3:2])([CH3:3])[CH3:4]. The catalyst class is: 521. (3) Reactant: C([Al](CC)CC)C.[NH2:8][C:9]1[CH:14]=[CH:13][CH:12]=[CH:11][N:10]=1.[CH3:15][O:16][CH2:17][C:18]([CH3:24])([CH3:23])[C:19](OC)=[O:20].CO. Product: [CH3:15][O:16][CH2:17][C:18]([CH3:24])([CH3:23])[C:19]([NH:8][C:9]1[CH:14]=[CH:13][CH:12]=[CH:11][N:10]=1)=[O:20]. The catalyst class is: 133. (4) The catalyst class is: 2. Reactant: [NH2:1][C:2]1[CH:7]=[CH:6][C:5]([C:8]2[NH:12][N:11]=[CH:10][CH:9]=2)=[CH:4][CH:3]=1.[CH3:13][C:14]1([CH3:30])[CH2:18][CH:17]2[CH:19]([CH:28]=O)[C:20]([N+:25]([O-:27])=[O:26])=[C:21]([CH3:24])[C:22]([CH3:23])=[C:16]2[O:15]1.C(O)(=O)C.O1CCCC1. Product: [N+:25]([C:20]1[CH:19]([CH2:28][NH:1][C:2]2[CH:3]=[CH:4][C:5]([C:8]3[NH:12][N:11]=[CH:10][CH:9]=3)=[CH:6][CH:7]=2)[CH:17]2[CH2:18][C:14]([CH3:13])([CH3:30])[O:15][C:16]2=[C:22]([CH3:23])[C:21]=1[CH3:24])([O-:27])=[O:26]. (5) Reactant: [CH3:1][N:2]1[C:6]([NH2:7])=[CH:5][C:4]([C:8]2[CH:13]=[CH:12][CH:11]=[CH:10][CH:9]=2)=[N:3]1.C([O:16][C:17](=O)[CH2:18][C:19]([C:21]([F:24])([F:23])[F:22])=[O:20])C. Product: [OH:20][C:19]1([C:21]([F:24])([F:23])[F:22])[CH2:18][C:17](=[O:16])[NH:7][C:6]2[N:2]([CH3:1])[N:3]=[C:4]([C:8]3[CH:9]=[CH:10][CH:11]=[CH:12][CH:13]=3)[C:5]1=2. The catalyst class is: 15.